This data is from Reaction yield outcomes from USPTO patents with 853,638 reactions. The task is: Predict the reaction yield, written as a fraction of the theoretical maximum amount of product (1.0 means a 100% yield; for example, 0.34 means a 34% yield). The catalyst is O. The product is [O:24]=[C:21]1[C:22]2[CH2:16][CH2:15][CH:14]([C:19]#[N:25])[CH2:12][C:7]=2[CH:6]=[C:2]2[NH:1][CH:5]=[CH:4][N:3]12. The reactants are [NH:1]1[CH:5]=[CH:4][N:3]=[C:2]1[CH2:6][C:7]#N.C(O[C:12]([CH:14]1[CH2:19]CC[CH2:16][C:15]1=O)=O)C.[C:21]([O-:24])(=O)[CH3:22].[NH4+:25]. The yield is 0.600.